From a dataset of Catalyst prediction with 721,799 reactions and 888 catalyst types from USPTO. Predict which catalyst facilitates the given reaction. (1) Reactant: [NH2:1][C:2]1[CH:11]=[CH:10][C:5]([C:6]([O:8][CH3:9])=[O:7])=[CH:4][C:3]=1[CH3:12].[Cl:13][CH2:14][CH2:15][CH2:16][CH2:17][CH2:18][S:19](Cl)(=[O:21])=[O:20]. Product: [Cl:13][CH2:14][CH2:15][CH2:16][CH2:17][CH2:18][S:19]([NH:1][C:2]1[CH:11]=[CH:10][C:5]([C:6]([O:8][CH3:9])=[O:7])=[CH:4][C:3]=1[CH3:12])(=[O:21])=[O:20]. The catalyst class is: 17. (2) The catalyst class is: 51. Reactant: [NH:1]1[CH2:6][CH2:5][CH:4]([CH2:7][C:8]([O:10]CC)=[O:9])[CH2:3][CH2:2]1.Br[C:14]1[CH2:41][C:17]2([CH2:20][N:19]([CH2:21][C:22]3[CH:27]=[C:26]([O:28][CH2:29][CH3:30])[C:25]([C:31]4[CH:36]=[CH:35][C:34]([F:37])=[CH:33][CH:32]=4)=[C:24]([O:38][CH2:39][CH3:40])[CH:23]=3)[CH2:18]2)[O:16][N:15]=1.C(=O)([O-])[O-].[Na+].[Na+]. Product: [CH2:29]([O:28][C:26]1[CH:27]=[C:22]([CH2:21][N:19]2[CH2:18][C:17]3([CH2:41][C:14]([N:1]4[CH2:2][CH2:3][CH:4]([CH2:7][C:8]([OH:10])=[O:9])[CH2:5][CH2:6]4)=[N:15][O:16]3)[CH2:20]2)[CH:23]=[C:24]([O:38][CH2:39][CH3:40])[C:25]=1[C:31]1[CH:36]=[CH:35][C:34]([F:37])=[CH:33][CH:32]=1)[CH3:30]. (3) Reactant: [CH2:1]([O:3][C:4](=[O:21])[C:5](=[O:20])[CH2:6][C:7]([C:10]1[C:18]2[O:17][CH2:16][O:15][C:14]=2[C:13]([Br:19])=[CH:12][CH:11]=1)([CH3:9])[CH3:8])[CH3:2].[F:22][C:23]([Si](C)(C)C)([F:25])[F:24].[F-].C([N+](CCCC)(CCCC)CCCC)CCC.O. Product: [CH2:1]([O:3][C:4](=[O:21])[C:5]([OH:20])([C:23]([F:25])([F:24])[F:22])[CH2:6][C:7]([C:10]1[C:18]2[O:17][CH2:16][O:15][C:14]=2[C:13]([Br:19])=[CH:12][CH:11]=1)([CH3:9])[CH3:8])[CH3:2]. The catalyst class is: 1. (4) Reactant: [H-].[Na+].[O:3]=[C:4]1[CH:13]([CH2:14][N:15]2[CH2:20][CH2:19][C:18]3([C:28]4[C:23](=[CH:24][CH:25]=[CH:26][CH:27]=4)[CH2:22][CH2:21]3)[CH2:17][CH2:16]2)[CH2:12][C:11]2[C:6](=[CH:7][CH:8]=[CH:9][CH:10]=2)[NH:5]1.Br[CH2:30][CH2:31][CH2:32][O:33][Si:34]([C:37]([CH3:40])([CH3:39])[CH3:38])([CH3:36])[CH3:35]. Product: [Si:34]([O:33][CH2:32][CH2:31][CH2:30][N:5]1[C:6]2[C:11](=[CH:10][CH:9]=[CH:8][CH:7]=2)[CH2:12][CH:13]([CH2:14][N:15]2[CH2:16][CH2:17][C:18]3([C:28]4[C:23](=[CH:24][CH:25]=[CH:26][CH:27]=4)[CH2:22][CH2:21]3)[CH2:19][CH2:20]2)[C:4]1=[O:3])([C:37]([CH3:38])([CH3:39])[CH3:40])([CH3:36])[CH3:35]. The catalyst class is: 3. (5) Reactant: [Cl:1][C:2]1[CH:7]=[CH:6][C:5]([N:8]2[C@@H:12]([C:13]3[CH:18]=[CH:17][CH:16]=[C:15]([OH:19])[CH:14]=3)[CH2:11][O:10][C:9]2=[O:20])=[CH:4][CH:3]=1.Br[C:22]1[CH:27]=[N:26][CH:25]=[CH:24][N:23]=1.CN(C)CC(O)=O.C([O-])([O-])=O.[Cs+].[Cs+]. Product: [Cl:1][C:2]1[CH:3]=[CH:4][C:5]([N:8]2[C@@H:12]([C:13]3[CH:18]=[CH:17][CH:16]=[C:15]([O:19][C:22]4[CH:27]=[N:26][CH:25]=[CH:24][N:23]=4)[CH:14]=3)[CH2:11][O:10][C:9]2=[O:20])=[CH:6][CH:7]=1. The catalyst class is: 321. (6) Reactant: [O:1]=[C:2]1[C:6]2[CH:7]=[N:8][C:9]([NH:11][C:12]([NH:14][C@@H:15]([C:17]3[CH:22]=[CH:21][CH:20]=[CH:19][CH:18]=3)[CH3:16])=[O:13])=[CH:10][C:5]=2[N:4](C(OCC)=O)[NH:3]1.C(=O)([O-])[O-].[K+].[K+].Cl[CH2:35][C:36]([N:38]([CH3:40])[CH3:39])=[O:37].CO. Product: [CH3:39][N:38]([CH3:40])[C:36](=[O:37])[CH2:35][O:1][C:2]1[C:6]2[CH:7]=[N:8][C:9]([NH:11][C:12]([NH:14][C@@H:15]([C:17]3[CH:18]=[CH:19][CH:20]=[CH:21][CH:22]=3)[CH3:16])=[O:13])=[CH:10][C:5]=2[NH:4][N:3]=1. The catalyst class is: 3. (7) Reactant: O[CH2:2][CH2:3][O:4][C:5]1[CH:6]=[CH:7][C:8]([N:11]2[CH:15]=[CH:14][C:13]([C@H:16]([C:18]3[CH:27]=[CH:26][C:21]4[NH:22][C:23](=[O:25])[S:24][C:20]=4[CH:19]=3)[CH3:17])=[N:12]2)=[N:9][CH:10]=1.C(Br)(Br)(Br)[Br:29].C1(P(C2C=CC=CC=2)C2C=CC=CC=2)C=CC=CC=1.O. The catalyst class is: 2. Product: [Br:29][CH2:2][CH2:3][O:4][C:5]1[CH:6]=[CH:7][C:8]([N:11]2[CH:15]=[CH:14][C:13]([C@H:16]([C:18]3[CH:27]=[CH:26][C:21]4[NH:22][C:23](=[O:25])[S:24][C:20]=4[CH:19]=3)[CH3:17])=[N:12]2)=[N:9][CH:10]=1.